This data is from Catalyst prediction with 721,799 reactions and 888 catalyst types from USPTO. The task is: Predict which catalyst facilitates the given reaction. Reactant: C([SiH2][O:6][C:7](C1C=CC=CC=1)(C1C=CC=CC=1)[C:8]1[CH:13]=[C:12]([F:14])[N:11]=[C:10](F)[CH:9]=1)(C)(C)C.[CH2:28]([OH:35])[C:29]1[CH:34]=[CH:33][CH:32]=[CH:31][CH:30]=1.[H-].[Na+].[F-].C([N+](CCCC)(CCCC)CCCC)CCC. Product: [CH2:28]([O:35][C:10]1[CH:9]=[C:8]([CH2:7][OH:6])[CH:13]=[C:12]([F:14])[N:11]=1)[C:29]1[CH:34]=[CH:33][CH:32]=[CH:31][CH:30]=1. The catalyst class is: 116.